This data is from Full USPTO retrosynthesis dataset with 1.9M reactions from patents (1976-2016). The task is: Predict the reactants needed to synthesize the given product. (1) Given the product [CH3:12][O:11][C:9]([N:7]1[CH2:8][C@H:4]([O:3][CH2:17][CH2:18][O:19][CH3:20])[CH2:5][C@H:6]1[C:13]([OH:15])=[O:14])=[O:10], predict the reactants needed to synthesize it. The reactants are: [H-].[Na+].[OH:3][C@H:4]1[CH2:8][N:7]([C:9]([O:11][CH3:12])=[O:10])[C@H:6]([C:13]([OH:15])=[O:14])[CH2:5]1.Br[CH2:17][CH2:18][O:19][CH3:20].O. (2) Given the product [CH:12]1([N:9]2[CH:8]=[N:7][C:6]3[C:5](=[O:17])[NH:4][C:3]([CH2:2][NH:18][CH2:19][CH2:20][OH:21])=[N:11][C:10]2=3)[CH2:16][CH2:15][CH2:14][CH2:13]1, predict the reactants needed to synthesize it. The reactants are: Cl[CH2:2][C:3]1[NH:4][C:5](=[O:17])[C:6]2[N:7]=[CH:8][N:9]([CH:12]3[CH2:16][CH2:15][CH2:14][CH2:13]3)[C:10]=2[N:11]=1.[NH2:18][CH2:19][CH2:20][OH:21]. (3) The reactants are: [NH2:1][C:2]1[CH:7]=[CH:6][C:5]([NH:8][C:9](=[O:11])[CH3:10])=[CH:4][CH:3]=1.[C:12]([O:21][CH3:22])(=[O:20])[C:13]#[C:14][CH2:15][CH2:16][CH2:17][CH2:18][CH3:19].[F-].[K+]. Given the product [C:9]([NH:8][C:5]1[CH:4]=[CH:3][C:2]([NH:1]/[C:14](/[CH2:15][CH2:16][CH2:17][CH2:18][CH3:19])=[CH:13]/[C:12]([O:21][CH3:22])=[O:20])=[CH:7][CH:6]=1)(=[O:11])[CH3:10], predict the reactants needed to synthesize it. (4) Given the product [N:7]1[CH:8]=[CH:9][CH:4]=[C:5]([C:2]2[CH:3]=[C:4]3[C:9](=[CH:10][CH:11]=2)[CH2:8][NH:7][CH2:6][CH2:5]3)[CH:6]=1, predict the reactants needed to synthesize it. The reactants are: Br[C:2]1[CH:3]=[C:4]2[C:9](=[CH:10][CH:11]=1)[CH2:8][NH:7][CH2:6][CH2:5]2.B(O)O. (5) Given the product [F:40][C:31]1[CH:32]=[C:33]([C:36]([F:39])([F:38])[F:37])[CH:34]=[CH:35][C:30]=1[C:22]1[CH:23]=[C:24]([C:26]([F:29])([F:27])[F:28])[N:25]=[C:20]([C:16]2[CH:15]=[C:14]([C:11]3[S:10][C:9]([S:6]([NH2:5])(=[O:7])=[O:8])=[CH:13][CH:12]=3)[CH:19]=[CH:18][CH:17]=2)[N:21]=1, predict the reactants needed to synthesize it. The reactants are: C([NH:5][S:6]([C:9]1[S:10][C:11]([C:14]2[CH:19]=[CH:18][CH:17]=[C:16]([C:20]3[N:25]=[C:24]([C:26]([F:29])([F:28])[F:27])[CH:23]=[C:22]([C:30]4[CH:35]=[CH:34][C:33]([C:36]([F:39])([F:38])[F:37])=[CH:32][C:31]=4[F:40])[N:21]=3)[CH:15]=2)=[CH:12][CH:13]=1)(=[O:8])=[O:7])(C)(C)C.C(O)(C(F)(F)F)=O. (6) Given the product [OH:12][CH2:11][C:6]1[N:7]=[C:8]([CH3:10])[S:9][C:5]=1[CH2:4][CH2:3][OH:2], predict the reactants needed to synthesize it. The reactants are: C[O:2][C:3](=O)[CH2:4][C:5]1[S:9][C:8]([CH3:10])=[N:7][C:6]=1[C:11](OCC)=[O:12].C1COCC1.[AlH4-].[Li+]. (7) Given the product [Br:27][C:28]1[CH:29]=[C:30]([NH:36][C:37]2[CH:45]=[C:22]3[CH2:21][N:20]([CH:23]4[CH2:24][O:25][CH2:26]4)[CH2:19][CH2:18][N:17]3[N:38]=2)[C:31](=[O:35])[N:32]([CH3:34])[CH:33]=1, predict the reactants needed to synthesize it. The reactants are: BrC1C=C(NC2C=CC([N:17]3[CH2:22][CH2:21][N:20]([CH:23]4[CH2:26][O:25][CH2:24]4)[CH2:19][CH2:18]3)=CN=2)C(=O)N(C)C=1.[Br:27][C:28]1[CH:29]=[C:30]([NH:36][C:37]2[CH:45]=C3CNCCN3[N:38]=2)[C:31](=[O:35])[N:32]([CH3:34])[CH:33]=1.O1CC(=O)C1.C([BH3-])#N.[Na+]. (8) Given the product [Br:1][C:2]1[CH:8]=[CH:7][C:5]([N:6]2[CH2:21][CH2:20][NH:19][CH2:18][CH2:17]2)=[CH:4][CH:3]=1, predict the reactants needed to synthesize it. The reactants are: [Br:1][C:2]1[CH:8]=[CH:7][C:5]([NH2:6])=[CH:4][CH:3]=1.C(=O)([O-])[O-].[K+].[K+].Cl.Cl[CH2:17][CH2:18][NH:19][CH2:20][CH2:21]Cl. (9) Given the product [C:1]([N:4]1[CH2:10][CH2:9][CH2:8][N:7]([C:21]2[CH:26]=[CH:25][C:24]([N+:27]([O-:29])=[O:28])=[CH:23][CH:22]=2)[CH2:6][CH2:5]1)(=[O:3])[CH3:2], predict the reactants needed to synthesize it. The reactants are: [C:1]([N:4]1[CH2:10][CH2:9][CH2:8][NH:7][CH2:6][CH2:5]1)(=[O:3])[CH3:2].CCN(C(C)C)C(C)C.F[C:21]1[CH:26]=[CH:25][C:24]([N+:27]([O-:29])=[O:28])=[CH:23][CH:22]=1. (10) The reactants are: [Cl:1][C:2]1[CH:3]=[C:4]([CH:19]=[CH:20][C:21]=1[Cl:22])[CH2:5][NH:6][C:7]1[C:16]2[C:11](=[C:12]([OH:17])[CH:13]=[CH:14][CH:15]=2)[N:10]=[C:9]([CH3:18])[CH:8]=1.[H-].[Na+].[CH:25](I)([CH3:27])[CH3:26].[Na+].[Cl-]. Given the product [ClH:1].[Cl:1][C:2]1[CH:3]=[C:4]([CH:19]=[CH:20][C:21]=1[Cl:22])[CH2:5][NH:6][C:7]1[C:16]2[C:11](=[C:12]([O:17][CH:25]([CH3:27])[CH3:26])[CH:13]=[CH:14][CH:15]=2)[N:10]=[C:9]([CH3:18])[CH:8]=1, predict the reactants needed to synthesize it.